From a dataset of Forward reaction prediction with 1.9M reactions from USPTO patents (1976-2016). Predict the product of the given reaction. (1) The product is: [NH2:1][C:2]1[N:6]([CH3:7])[C:5]([S:8][C:13]2[C:14]([Br:22])=[CH:15][C:16]3[O:20][CH2:19][CH2:18][C:17]=3[CH:21]=2)=[N:4][C:3]=1[C:9]([NH2:11])=[O:10]. Given the reactants [NH2:1][C:2]1[N:6]([CH3:7])[C:5]([SH:8])=[N:4][C:3]=1[C:9]([NH2:11])=[O:10].Br[C:13]1[C:14]([Br:22])=[CH:15][C:16]2[O:20][CH2:19][CH2:18][C:17]=2[CH:21]=1, predict the reaction product. (2) Given the reactants ClC1C=CC(OC)=C(C=1)[CH2:32][CH:31]1C(=O)N([C:16]([NH:18][CH:19]([CH2:31][CH3:32])C(NCC(OC(C)(C)C)=O)=O)=[O:17])C[C:16](=[O:17])[NH:18][CH2:19]1.ClC1C=CC(OC)=C(C=1)CC1C(=O)N(C(N[C@H](CC)C(O)=O)=O)CC(=O)NC1.[Cl:65][C:66]1[CH:74]=[CH:73][C:72]([S:75]([N:78]2[C:84](=[O:85])[CH:83]([CH2:86][C:87]3[CH:92]=[C:91]([Cl:93])[CH:90]=[CH:89][C:88]=3[O:94][CH3:95])[CH2:82][NH:81][C:80](=[O:96])[CH2:79]2)(=[O:77])=[O:76])=[CH:71][C:67]=1C(O)=O.Cl.C(OC(=O)CN)(C)(C)C.C1(N)CC1, predict the reaction product. The product is: [Cl:65][C:66]1[CH:74]=[CH:73][C:72]([S:75]([N:78]2[C:84](=[O:85])[CH:83]([CH2:86][C:87]3[CH:92]=[C:91]([Cl:93])[CH:90]=[CH:89][C:88]=3[O:94][CH3:95])[CH2:82][NH:81][C:80](=[O:96])[CH2:79]2)(=[O:77])=[O:76])=[CH:71][C:67]=1[C:16]([NH:18][CH:19]1[CH2:31][CH2:32]1)=[O:17]. (3) Given the reactants [CH:1]1([N:4]2[C:13]3[C:8](=[CH:9][C:10]([F:24])=[C:11]([N:16]4[CH2:21][CH:20]([CH3:22])[NH:19][CH:18]([CH3:23])[CH2:17]4)[C:12]=3[O:14][CH3:15])[C:7](=[O:25])[C:6]([C:26]([NH:28][CH2:29][C:30]3[CH:35]=[CH:34][C:33]([Cl:36])=[CH:32][C:31]=3[Cl:37])=[O:27])=[CH:5]2)[CH2:3][CH2:2]1.C([O:43][CH2:44][C@@H:45]1[O:47][CH2:46]1)(=O)CCC.C([O-])(=O)CCC.[OH-].[Li+], predict the reaction product. The product is: [ClH:36].[CH:1]1([N:4]2[C:13]3[C:8](=[CH:9][C:10]([F:24])=[C:11]([N:16]4[CH2:17][CH:18]([CH3:23])[N:19]([CH2:46][C@@H:45]([OH:47])[CH2:44][OH:43])[CH:20]([CH3:22])[CH2:21]4)[C:12]=3[O:14][CH3:15])[C:7](=[O:25])[C:6]([C:26]([NH:28][CH2:29][C:30]3[CH:35]=[CH:34][C:33]([Cl:36])=[CH:32][C:31]=3[Cl:37])=[O:27])=[CH:5]2)[CH2:3][CH2:2]1. (4) Given the reactants C(=O)([O-])[O-].[K+].[K+].C([O:10][CH2:11][CH2:12][CH2:13][CH2:14][C:15]1[N:16]([CH2:43][CH2:44][CH3:45])[N:17]=[C:18]2[C:27]=1[C:26]1[CH:25]=[CH:24][CH:23]=[CH:22][C:21]=1[N:20]=[C:19]2[N:28]([C:36]([O:38][C:39]([CH3:42])([CH3:41])[CH3:40])=[O:37])[C:29]([O:31][C:32]([CH3:35])([CH3:34])[CH3:33])=[O:30])(=O)C, predict the reaction product. The product is: [OH:10][CH2:11][CH2:12][CH2:13][CH2:14][C:15]1[N:16]([CH2:43][CH2:44][CH3:45])[N:17]=[C:18]2[C:27]=1[C:26]1[CH:25]=[CH:24][CH:23]=[CH:22][C:21]=1[N:20]=[C:19]2[N:28]([C:36]([O:38][C:39]([CH3:42])([CH3:41])[CH3:40])=[O:37])[C:29]([O:31][C:32]([CH3:35])([CH3:34])[CH3:33])=[O:30]. (5) Given the reactants C([O:5][C:6]([C:8]1[S:9][C:10]([CH2:13][C:14]([CH3:20])([C:16]([O:18]C)=[O:17])[CH3:15])=[CH:11][CH:12]=1)=O)(C)(C)C.Cl.[F:22][C:23]1[CH:24]=[C:25]([CH:29]=[CH:30][C:31]=1[OH:32])[C:26]([NH2:28])=[NH:27].CCN=C=NCCCN(C)C.Cl.[F:45][C:46]([F:51])([F:50])[C:47]([OH:49])=[O:48], predict the reaction product. The product is: [F:45][C:46]([F:51])([F:50])[C:47]([OH:49])=[O:48].[F:45][C:46]([F:51])([F:50])[C:47]([OH:49])=[O:48].[C:26]([C:25]1[CH:29]=[CH:30][C:31]([O:32][C:6]([C:8]2[S:9][C:10]([CH2:13][C:14]([CH3:20])([CH3:15])[C:16]([OH:18])=[O:17])=[CH:11][CH:12]=2)=[O:5])=[C:23]([F:22])[CH:24]=1)(=[NH:28])[NH2:27]. (6) Given the reactants [CH3:1][O:2][C:3]1[CH:8]=[CH:7][C:6]([C:9]2[N:10]=[C:11]([CH:27]3[CH2:32][CH2:31][N:30]([C:33](=[O:37])[N:34]([OH:36])[CH3:35])[CH2:29][CH2:28]3)[N:12]([CH2:22][C:23]([O:25]C)=[O:24])[C:13]=2[C:14]2[CH:19]=[CH:18][C:17]([O:20][CH3:21])=[CH:16][CH:15]=2)=[CH:5][CH:4]=1.O.[OH-].[Li+].C(O)(=O)C, predict the reaction product. The product is: [CH3:1][O:2][C:3]1[CH:8]=[CH:7][C:6]([C:9]2[N:10]=[C:11]([CH:27]3[CH2:32][CH2:31][N:30]([C:33](=[O:37])[N:34]([OH:36])[CH3:35])[CH2:29][CH2:28]3)[N:12]([CH2:22][C:23]([OH:25])=[O:24])[C:13]=2[C:14]2[CH:15]=[CH:16][C:17]([O:20][CH3:21])=[CH:18][CH:19]=2)=[CH:5][CH:4]=1. (7) Given the reactants [CH3:1][N:2]1[CH2:7][CH2:6][N:5]([CH:8]([C:12]2[CH:13]=[N:14][C:15]([CH3:18])=[CH:16][CH:17]=2)[C:9]([O-:11])=O)[CH2:4][CH2:3]1.[K+].[F:20][C:21]([F:35])([F:34])[C:22]1[CH:23]=[C:24]([NH:32][NH2:33])[CH:25]=[C:26]([C:28]([F:31])([F:30])[F:29])[CH:27]=1.CN1CCOCC1.F[P-](F)(F)(F)(F)F.N1(O[P+](N(C)C)(N(C)C)N(C)C)C2C=CC=CC=2N=N1, predict the reaction product. The product is: [F:20][C:21]([F:34])([F:35])[C:22]1[CH:23]=[C:24]([NH:32][NH:33][C:9](=[O:11])[CH:8]([N:5]2[CH2:4][CH2:3][N:2]([CH3:1])[CH2:7][CH2:6]2)[C:12]2[CH:13]=[N:14][C:15]([CH3:18])=[CH:16][CH:17]=2)[CH:25]=[C:26]([C:28]([F:31])([F:29])[F:30])[CH:27]=1.